The task is: Predict the reactants needed to synthesize the given product.. This data is from Full USPTO retrosynthesis dataset with 1.9M reactions from patents (1976-2016). (1) Given the product [Cl:1][C:2]1[C:3]2[N:4]([C:8]([CH:11]3[CH2:12][C:13]([CH3:16])([OH:15])[CH2:14]3)=[N:9][C:10]=2[I:24])[CH:5]=[CH:6][N:7]=1, predict the reactants needed to synthesize it. The reactants are: [Cl:1][C:2]1[C:3]2[N:4]([C:8]([CH:11]3[CH2:14][C:13]([CH3:16])([OH:15])[CH2:12]3)=[N:9][CH:10]=2)[CH:5]=[CH:6][N:7]=1.C1C(=O)N([I:24])C(=O)C1.CN(C=O)C. (2) The reactants are: [F:1][C:2]([F:11])([F:10])[C:3]1[CH:4]=[C:5]([CH:7]=[CH:8][CH:9]=1)[NH2:6].[C:12]1(=[O:18])[CH2:17][CH2:16][CH2:15][CH:14]=[CH:13]1. Given the product [F:1][C:2]([F:10])([F:11])[C:3]1[CH:4]=[C:5]([NH:6][CH:14]2[CH2:15][CH2:16][CH2:17][C:12](=[O:18])[CH2:13]2)[CH:7]=[CH:8][CH:9]=1, predict the reactants needed to synthesize it. (3) Given the product [Cl:1][C:2]1[CH:7]=[CH:6][C:5]([C:8]2[O:12][N:11]=[CH:10][C:9]=2[CH2:13][CH2:14][C:15]([O:17][CH3:24])=[O:16])=[CH:4][C:3]=1[F:18], predict the reactants needed to synthesize it. The reactants are: [Cl:1][C:2]1[CH:7]=[CH:6][C:5]([C:8]2[O:12][N:11]=[CH:10][C:9]=2[CH2:13][CH2:14][C:15]([OH:17])=[O:16])=[CH:4][C:3]=1[F:18].S(=O)(=O)(O)O.[CH3:24]O. (4) Given the product [Cl:10][C:11]1[N:16]=[CH:15][C:14]([C:17]([CH:1]2[CH2:3][CH2:2]2)=[O:18])=[CH:13][CH:12]=1, predict the reactants needed to synthesize it. The reactants are: [CH:1]1(Br)[CH2:3][CH2:2]1.C([Li])CCC.[Cl:10][C:11]1[N:16]=[CH:15][C:14]([C:17](N(C)OC)=[O:18])=[CH:13][CH:12]=1.